Dataset: Forward reaction prediction with 1.9M reactions from USPTO patents (1976-2016). Task: Predict the product of the given reaction. Given the reactants [Br:1][C:2]1[N:7]=[CH:6][C:5]2[C:8]([C:15]([OH:17])=O)=[C:9]([CH3:14])[N:10]([CH:11]([CH3:13])[CH3:12])[C:4]=2[CH:3]=1.[NH2:18][CH:19]1[CH2:24][CH2:23][O:22][CH2:21][CH2:20]1.F[P-](F)(F)(F)(F)F.N1(OC(N(C)C)=[N+](C)C)C2C=CC=CC=2N=N1.C(N(CC)C(C)C)(C)C, predict the reaction product. The product is: [Br:1][C:2]1[N:7]=[CH:6][C:5]2[C:8]([C:15]([NH:18][CH:19]3[CH2:24][CH2:23][O:22][CH2:21][CH2:20]3)=[O:17])=[C:9]([CH3:14])[N:10]([CH:11]([CH3:12])[CH3:13])[C:4]=2[CH:3]=1.